Dataset: Catalyst prediction with 721,799 reactions and 888 catalyst types from USPTO. Task: Predict which catalyst facilitates the given reaction. (1) Reactant: [CH3:1][Si:2]([CH3:23])([CH3:22])[C:3]1[C:16]2[S:15](=O)[C:14]3[C:9](=[CH:10][CH:11]=[CH:12][C:13]=3[Si:18]([CH3:21])([CH3:20])[CH3:19])[S:8][C:7]=2[CH:6]=[CH:5][CH:4]=1.C(Cl)(=O)C. The catalyst class is: 21. Product: [CH3:1][Si:2]([CH3:23])([CH3:22])[C:3]1[C:16]2[S:15][C:14]3[C:9](=[CH:10][CH:11]=[CH:12][C:13]=3[Si:18]([CH3:21])([CH3:20])[CH3:19])[S:8][C:7]=2[CH:6]=[CH:5][CH:4]=1. (2) Reactant: [C:1]1([C:7]2[N:8]=[C:9]([CH:12]([NH2:14])[CH3:13])[NH:10][CH:11]=2)[CH:6]=[CH:5][CH:4]=[CH:3][CH:2]=1.[CH3:15][C:16]([CH3:18])=O. Product: [CH:16]([NH:14][CH:12]([C:9]1[NH:10][CH:11]=[C:7]([C:1]2[CH:2]=[CH:3][CH:4]=[CH:5][CH:6]=2)[N:8]=1)[CH3:13])([CH3:18])[CH3:15]. The catalyst class is: 26. (3) Reactant: Cl[C:2]1[N:7]2[N:8]=[C:9]([NH:11][C:12](=[O:19])[C:13]3[CH:18]=[CH:17][CH:16]=[CH:15][CH:14]=3)[N:10]=[C:6]2[CH:5]=[CH:4][CH:3]=1.[CH3:20][O:21][CH2:22][CH2:23][CH2:24][NH2:25]. Product: [CH3:20][O:21][CH2:22][CH2:23][CH2:24][NH:25][C:2]1[N:7]2[N:8]=[C:9]([NH:11][C:12](=[O:19])[C:13]3[CH:18]=[CH:17][CH:16]=[CH:15][CH:14]=3)[N:10]=[C:6]2[CH:5]=[CH:4][CH:3]=1. The catalyst class is: 1. (4) Reactant: Br[C:2]1[N:3]=[C:4]([CH:7]([O:20][Si:21]([C:24]([CH3:27])([CH3:26])[CH3:25])([CH3:23])[CH3:22])[CH2:8][CH2:9][CH2:10][CH2:11][CH2:12][CH2:13][C:14]2[CH:19]=[CH:18][CH:17]=[CH:16][CH:15]=2)[O:5][CH:6]=1.C([Sn](CCCC)(CCCC)[C:33]1[CH:38]=[CH:37][N:36]=[CH:35][CH:34]=1)CCC. Product: [Si:21]([O:20][CH:7]([C:4]1[O:5][CH:6]=[C:2]([C:33]2[CH:38]=[CH:37][N:36]=[CH:35][CH:34]=2)[N:3]=1)[CH2:8][CH2:9][CH2:10][CH2:11][CH2:12][CH2:13][C:14]1[CH:19]=[CH:18][CH:17]=[CH:16][CH:15]=1)([C:24]([CH3:27])([CH3:26])[CH3:25])([CH3:23])[CH3:22]. The catalyst class is: 11. (5) Reactant: [CH:1]([OH:5])(O)[CH2:2][CH3:3].[H-].[Na+].Br[CH2:9][C:10]1[CH:22]=[CH:21][CH:20]=[C:19]([CH3:23])[C:11]=1[C:12]([O:14][C:15]([CH3:18])([CH3:17])[CH3:16])=[O:13].[OH2:24]. Product: [OH:24][CH2:3][CH2:2][CH2:1][O:5][CH2:9][C:10]1[CH:22]=[CH:21][CH:20]=[C:19]([CH3:23])[C:11]=1[C:12]([O:14][C:15]([CH3:18])([CH3:17])[CH3:16])=[O:13]. The catalyst class is: 3. (6) Reactant: [NH:1]1[CH2:6][CH2:5][CH:4]([CH2:7][CH2:8][CH2:9][CH2:10][C:11]2[CH:16]=[CH:15][N:14]=[CH:13][CH:12]=2)[CH2:3][CH2:2]1.[C:17]([N:21]([CH3:25])[C:22](Cl)=[O:23])([CH3:20])([CH3:19])[CH3:18].CCN(C(C)C)C(C)C. Product: [C:17]([N:21]([CH3:25])[C:22]([N:14]1[CH2:13][CH2:12][CH:11]([CH2:10][CH2:9][CH2:8][CH2:7][C:4]2[CH:3]=[CH:2][N:1]=[CH:6][CH:5]=2)[CH2:16][CH2:15]1)=[O:23])([CH3:20])([CH3:19])[CH3:18]. The catalyst class is: 2. (7) Reactant: [C:1]([O:4][CH:5](P(OCC)(OCC)=O)[C:6]([O:8][CH2:9][CH3:10])=[O:7])(=[O:3])[CH3:2].[Cl-].[Li+].CN(C)C(N(C)C)=N.[O:29]1[CH2:34][CH2:33][C:32](=O)[CH2:31][CH2:30]1. Product: [CH2:9]([O:8][C:6](=[O:7])[C:5]([O:4][C:1](=[O:3])[CH3:2])=[C:32]1[CH2:33][CH2:34][O:29][CH2:30][CH2:31]1)[CH3:10]. The catalyst class is: 1.